The task is: Predict the reactants needed to synthesize the given product.. This data is from Full USPTO retrosynthesis dataset with 1.9M reactions from patents (1976-2016). Given the product [Br:1][C:2]1[S:3][C:4]([C:14]2[CH:13]=[C:12]3[C:17](=[CH:16][CH:15]=2)[N:9]([CH3:8])[CH:10]=[CH:11]3)=[CH:5][CH:6]=1, predict the reactants needed to synthesize it. The reactants are: [Br:1][C:2]1[S:3][C:4](Br)=[CH:5][CH:6]=1.[CH3:8][N:9]1[C:17]2[C:12](=[CH:13][C:14](B(O)O)=[CH:15][CH:16]=2)[CH:11]=[CH:10]1.